From a dataset of Full USPTO retrosynthesis dataset with 1.9M reactions from patents (1976-2016). Predict the reactants needed to synthesize the given product. (1) The reactants are: [Br:1][C:2]1[C:3]([CH3:10])=[C:4]([CH2:8][OH:9])[CH:5]=[CH:6][CH:7]=1. Given the product [Br:1][C:2]1[C:3]([CH3:10])=[C:4]([CH:5]=[CH:6][CH:7]=1)[CH:8]=[O:9], predict the reactants needed to synthesize it. (2) The reactants are: [OH-].[K+].[NH2:3][C:4]1[C:9]([C:10]([O:12]C)=[O:11])=[CH:8][C:7]([C:14]2[CH:15]=[N:16][N:17]([CH:19]3[CH2:24][CH2:23][N:22]([CH3:25])[CH2:21][CH2:20]3)[CH:18]=2)=[CH:6][N:5]=1.Cl. Given the product [NH2:3][C:4]1[C:9]([C:10]([OH:12])=[O:11])=[CH:8][C:7]([C:14]2[CH:15]=[N:16][N:17]([CH:19]3[CH2:24][CH2:23][N:22]([CH3:25])[CH2:21][CH2:20]3)[CH:18]=2)=[CH:6][N:5]=1, predict the reactants needed to synthesize it. (3) Given the product [Cl:30][C:19]1[CH:20]=[C:21]([C:22]2[CH:27]=[CH:26][C:25]([Cl:28])=[CH:24][C:23]=2[Cl:29])[C:15]2[O:14][CH:13]([CH2:12][NH:32][CH3:31])[CH2:17][C:16]=2[CH:18]=1, predict the reactants needed to synthesize it. The reactants are: CC1C=CC(S(O[CH2:12][CH:13]2[CH2:17][C:16]3[CH:18]=[C:19]([Cl:30])[CH:20]=[C:21]([C:22]4[CH:27]=[CH:26][C:25]([Cl:28])=[CH:24][C:23]=4[Cl:29])[C:15]=3[O:14]2)(=O)=O)=CC=1.[CH3:31][NH2:32]. (4) Given the product [CH3:23][N:22]([CH3:24])[CH2:21][CH2:20][O:19][C:16]1[CH:15]=[CH:14][C:13]([C:33]2[CH:38]=[CH:37][C:36]([OH:39])=[CH:35][CH:34]=2)=[N:18][CH:17]=1, predict the reactants needed to synthesize it. The reactants are: OCC1C=CC(B(O)O)=CC=1.Cl[C:13]1[N:18]=[CH:17][C:16]([O:19][CH2:20][CH2:21][N:22]([CH3:24])[CH3:23])=[CH:15][CH:14]=1.CC1(C)C(C)(C)OB([C:33]2[CH:38]=[CH:37][C:36]([OH:39])=[CH:35][CH:34]=2)O1.